This data is from Forward reaction prediction with 1.9M reactions from USPTO patents (1976-2016). The task is: Predict the product of the given reaction. (1) Given the reactants Br[C:2]1[CH:19]=[CH:18][C:5]([O:6][CH2:7][CH2:8][CH2:9][O:10][Si:11]([C:14]([CH3:17])([CH3:16])[CH3:15])([CH3:13])[CH3:12])=[CH:4][CH:3]=1.[CH3:20][O:21][C:22]1[CH:27]=[CH:26][C:25]([NH2:28])=[CH:24][CH:23]=1.CC(C)([O-])C.[Na+], predict the reaction product. The product is: [Si:11]([O:10][CH2:9][CH2:8][CH2:7][O:6][C:5]1[CH:18]=[CH:19][C:2]([NH:28][C:25]2[CH:26]=[CH:27][C:22]([O:21][CH3:20])=[CH:23][CH:24]=2)=[CH:3][CH:4]=1)([C:14]([CH3:17])([CH3:16])[CH3:15])([CH3:13])[CH3:12]. (2) Given the reactants [NH2:1][CH2:2][C:3](=[C:5]1[CH2:10][CH2:9][N:8]([C:11]2[C:20]([O:21][CH2:22]F)=[C:19]3[C:14]([C:15](=[O:30])[C:16]([C:27]([OH:29])=[O:28])=[CH:17][N:18]3[CH:24]3[CH2:26][CH2:25]3)=[CH:13][C:12]=2[F:31])[CH2:7][CH2:6]1)[Cl:4].FB(O[C:36](C1C(=O)C2C(=C(OC)C(F)=C(F)C=2C)N(C2CC2)C=1)=O)F, predict the reaction product. The product is: [NH2:1][CH2:2][C:3](=[C:5]1[CH2:10][CH2:9][N:8]([C:11]2[C:20]([O:21][CH3:22])=[C:19]3[C:14]([C:15](=[O:30])[C:16]([C:27]([OH:29])=[O:28])=[CH:17][N:18]3[CH:24]3[CH2:25][CH2:26]3)=[C:13]([CH3:36])[C:12]=2[F:31])[CH2:7][CH2:6]1)[Cl:4]. (3) Given the reactants Br[CH2:2][CH2:3][CH2:4][CH2:5][CH2:6][CH2:7][CH2:8][CH2:9][CH2:10][CH2:11][CH2:12][CH2:13][Br:14].[Si]([O:22][C@@H:23]([CH2:26][C:27]1[CH:32]=[CH:31][CH:30]=[CH:29][CH:28]=1)[C:24]#[CH:25])(C(C)(C)C)(C)C.O1CCCCC1OCCCC#C, predict the reaction product. The product is: [Br:14][CH2:13][CH2:12][CH2:11][CH2:10][CH2:9][CH2:8][CH2:7][CH2:6][CH2:5][CH2:4][CH2:3][CH2:2][C:25]#[C:24][C@@H:23]([OH:22])[CH2:26][C:27]1[CH:32]=[CH:31][CH:30]=[CH:29][CH:28]=1. (4) The product is: [F:35][C:27]1[C:28]([O:33][CH3:34])=[CH:29][C:30]([O:31][CH3:32])=[C:2]([F:1])[C:3]=1[CH2:4][O:5][C:6]1[CH:7]=[N:8][C:9]([NH:12][C:13]2[N:17]([CH:18]3[CH2:23][CH2:22][CH2:21][CH2:20][O:19]3)[N:16]=[C:15]([CH2:24][OH:25])[CH:14]=2)=[N:10][CH:11]=1. Given the reactants [F:1][C:2]1[C:30]([O:31][CH3:32])=[CH:29][C:28]([O:33][CH3:34])=[C:27]([F:35])[C:3]=1[CH2:4][O:5][C:6]1[CH:7]=[N:8][C:9]([NH:12][C:13]2[N:17]([CH:18]3[CH2:23][CH2:22][CH2:21][CH2:20][O:19]3)[N:16]=[C:15]([C:24](O)=[O:25])[CH:14]=2)=[N:10][CH:11]=1.O1CCOCC1.C(N1C=CN=C1)(N1C=CN=C1)=O.[BH4-].[Na+], predict the reaction product. (5) Given the reactants Br[C:2]1[CH:7]=[CH:6][C:5]([F:8])=[CH:4][C:3]=1[C:9]([F:12])([F:11])[F:10].[OH:13][CH:14]1[CH2:18][CH2:17][NH:16][CH2:15]1.C1(P(C2C=CC=CC=2)C2C=CC3C(=CC=CC=3)C=2C2C3C(=CC=CC=3)C=CC=2P(C2C=CC=CC=2)C2C=CC=CC=2)C=CC=CC=1.C(=O)([O-])[O-].[Cs+].[Cs+], predict the reaction product. The product is: [F:8][C:5]1[CH:6]=[CH:7][C:2]([N:16]2[CH2:17][CH2:18][CH:14]([OH:13])[CH2:15]2)=[C:3]([C:9]([F:12])([F:11])[F:10])[CH:4]=1. (6) The product is: [Br:1][C:2]1[C:3]([O:14][CH3:15])=[CH:4][C:5]([Cl:13])=[C:6]([C:8]([CH3:12])([CH3:11])[CH:9]=[O:29])[CH:7]=1. Given the reactants [Br:1][C:2]1[C:3]([O:14][CH3:15])=[CH:4][C:5]([Cl:13])=[C:6]([C:8]([CH3:12])([CH3:11])[C:9]#N)[CH:7]=1.CC(C[AlH]CC(C)C)C.Cl.C1C[O:29]CC1, predict the reaction product. (7) The product is: [O:1]1[C:6]2[CH:7]=[CH:8][C:9]([CH2:11][NH:12][CH:13]3[CH2:14][CH2:15][N:16]([CH2:19][CH2:20][N:21]4[C:30]5[C:25](=[C:26](/[CH:33]=[CH:34]/[C:35]([OH:37])=[O:36])[CH:27]=[C:28]([O:31][CH3:32])[CH:29]=5)[CH:24]=[CH:23][C:22]4=[O:40])[CH2:17][CH2:18]3)=[CH:10][C:5]=2[O:4][CH2:3][CH2:2]1. Given the reactants [O:1]1[C:6]2[CH:7]=[CH:8][C:9]([CH2:11][NH:12][CH:13]3[CH2:18][CH2:17][N:16]([CH2:19][CH2:20][N:21]4[C:30]5[C:25](=[C:26](/[CH:33]=[CH:34]/[C:35]([O:37]CC)=[O:36])[CH:27]=[C:28]([O:31][CH3:32])[CH:29]=5)[CH:24]=[CH:23][C:22]4=[O:40])[CH2:15][CH2:14]3)=[CH:10][C:5]=2[O:4][CH2:3][CH2:2]1.[OH-].[Na+], predict the reaction product. (8) Given the reactants [Br:1][C:2]1[CH:3]=[CH:4][C:5]2[O:11][CH2:10][CH2:9][N:8]3[C:12](I)=[C:13]([C:15]([NH2:17])=[O:16])[N:14]=[C:7]3[C:6]=2[CH:19]=1.[CH3:20][N:21]1[CH:25]=[C:24](B2OC(C)(C)C(C)(C)O2)[CH:23]=[N:22]1, predict the reaction product. The product is: [Br:1][C:2]1[CH:3]=[CH:4][C:5]2[O:11][CH2:10][CH2:9][N:8]3[C:12]([C:24]4[CH:23]=[N:22][N:21]([CH3:20])[CH:25]=4)=[C:13]([C:15]([NH2:17])=[O:16])[N:14]=[C:7]3[C:6]=2[CH:19]=1. (9) Given the reactants [CH3:1][Si:2]([C:5]1[CH2:9][CH:8]=[CH:7][CH:6]=1)([CH3:4])[CH3:3].Cl[Si:11]([CH3:14])([CH3:13])[CH3:12].CO.Cl, predict the reaction product. The product is: [CH3:1][Si:2]([C:5]1([Si:11]([CH3:14])([CH3:13])[CH3:12])[CH:9]=[CH:8][CH:7]=[CH:6]1)([CH3:4])[CH3:3].